Predict the reactants needed to synthesize the given product. From a dataset of Full USPTO retrosynthesis dataset with 1.9M reactions from patents (1976-2016). (1) The reactants are: [C:1]([C:5]1[CH:10]=[CH:9][C:8]([C:11]#[C:12][C:13]2[CH:18]=[CH:17][C:16]([NH2:19])=[C:15]([CH3:20])[CH:14]=2)=[CH:7][CH:6]=1)([CH3:4])([CH3:3])[CH3:2].[CH3:21][C:22]1[O:23][C:24](=O)[C:25]2[CH:31]=[CH:30][CH:29]=[CH:28][C:26]=2[N:27]=1. Given the product [C:1]([C:5]1[CH:10]=[CH:9][C:8]([C:11]#[C:12][C:13]2[CH:18]=[CH:17][C:16]([N:19]3[C:24](=[O:23])[C:25]4[C:26](=[CH:28][CH:29]=[CH:30][CH:31]=4)[N:27]=[C:22]3[CH3:21])=[C:15]([CH3:20])[CH:14]=2)=[CH:7][CH:6]=1)([CH3:4])([CH3:3])[CH3:2], predict the reactants needed to synthesize it. (2) Given the product [O:4]1[C:9]2[CH:10]=[CH:11][C:12]([CH2:14][N:15]([CH:23]3[CH2:28][CH2:27][N:26]([CH2:29][CH2:30][N:31]4[C:40]5[C:35](=[CH:36][CH:37]=[CH:38][CH:39]=5)[C:34]([O:41][S:45]([C:44]([F:57])([F:56])[F:43])(=[O:47])=[O:46])=[CH:33][C:32]4=[O:42])[CH2:25][CH2:24]3)[C:16](=[O:22])[O:17][C:18]([CH3:21])([CH3:20])[CH3:19])=[CH:13][C:8]=2[O:7][CH2:6][CH2:5]1, predict the reactants needed to synthesize it. The reactants are: ClCCl.[O:4]1[C:9]2[CH:10]=[CH:11][C:12]([CH2:14][N:15]([CH:23]3[CH2:28][CH2:27][N:26]([CH2:29][CH2:30][N:31]4[C:40]5[C:35](=[CH:36][CH:37]=[CH:38][CH:39]=5)[C:34]([OH:41])=[CH:33][C:32]4=[O:42])[CH2:25][CH2:24]3)[C:16](=[O:22])[O:17][C:18]([CH3:21])([CH3:20])[CH3:19])=[CH:13][C:8]=2[O:7][CH2:6][CH2:5]1.[F:43][C:44]([F:57])([F:56])[S:45](O[S:45]([C:44]([F:57])([F:56])[F:43])(=[O:47])=[O:46])(=[O:47])=[O:46].[Cl-].[NH4+].